Dataset: Full USPTO retrosynthesis dataset with 1.9M reactions from patents (1976-2016). Task: Predict the reactants needed to synthesize the given product. (1) Given the product [OH:22][C:2]1[CH:11]=[CH:10][C:9]2[C:8]3[C:12]4[NH:19][CH2:18][C@@H:17]([CH3:20])[NH:16][C:15](=[O:21])[C:13]=4[S:14][C:7]=3[CH:6]=[CH:5][C:4]=2[N:3]=1, predict the reactants needed to synthesize it. The reactants are: Cl[C:2]1[CH:11]=[CH:10][C:9]2[C:8]3[C:12]4[NH:19][CH2:18][C@@H:17]([CH3:20])[NH:16][C:15](=[O:21])[C:13]=4[S:14][C:7]=3[CH:6]=[CH:5][C:4]=2[N:3]=1.[OH2:22]. (2) Given the product [CH2:1]([O:8][C:9]1[CH:10]=[C:11]2[C:16](=[CH:17][CH:18]=1)[CH:15]=[C:14]([C:31]1[CH:32]=[CH:33][C:28]([C:26]([OH:27])=[O:25])=[CH:29][CH:30]=1)[C:13]([O:20][CH2:21][O:22][CH3:23])=[CH:12]2)[C:2]1[CH:7]=[CH:6][CH:5]=[CH:4][CH:3]=1, predict the reactants needed to synthesize it. The reactants are: [CH2:1]([O:8][C:9]1[CH:10]=[C:11]2[C:16](=[CH:17][CH:18]=1)[CH:15]=[C:14](Br)[C:13]([O:20][CH2:21][O:22][CH3:23])=[CH:12]2)[C:2]1[CH:7]=[CH:6][CH:5]=[CH:4][CH:3]=1.C[O:25][C:26]([C:28]1[CH:33]=[CH:32][C:31](B(O)O)=[CH:30][CH:29]=1)=[O:27].